This data is from Reaction yield outcomes from USPTO patents with 853,638 reactions. The task is: Predict the reaction yield, written as a fraction of the theoretical maximum amount of product (1.0 means a 100% yield; for example, 0.34 means a 34% yield). (1) The product is [Cl:1][C:2]1[CH:7]=[CH:6][C:5]([C:8]2[S:9][C:10]3[C:11](=[O:36])[N:12]([C:17]4[CH:18]=[C:19]5[C:23](=[CH:24][CH:25]=4)[NH:22][CH:21]=[CH:20]5)[CH2:13][CH2:14][C:15]=3[N:16]=2)=[CH:4][CH:3]=1. The reactants are [Cl:1][C:2]1[CH:7]=[CH:6][C:5]([C:8]2[S:9][C:10]3[C:11](=[O:36])[N:12]([C:17]4[CH:18]=[C:19]5[C:23](=[CH:24][CH:25]=4)[N:22]([Si](C(C)C)(C(C)C)C(C)C)[CH:21]=[CH:20]5)[CH2:13][CH2:14][C:15]=3[N:16]=2)=[CH:4][CH:3]=1.[F-].C([N+](CCCC)(CCCC)CCCC)CCC. The yield is 0.890. The catalyst is C1COCC1. (2) The reactants are [Br:1][C:2]1[CH:3]=[C:4]([CH:6]=[CH:7][C:8]=1[CH3:9])N.Cl.N([O-])=O.[Na+].[K+].C(OC([S-])=[S:20])C.[OH-].[K+]. The catalyst is O.C(O)C. The product is [Br:1][C:2]1[CH:3]=[C:4]([SH:20])[CH:6]=[CH:7][C:8]=1[CH3:9]. The yield is 0.700.